Binary Classification. Given a miRNA mature sequence and a target amino acid sequence, predict their likelihood of interaction. From a dataset of Experimentally validated miRNA-target interactions with 360,000+ pairs, plus equal number of negative samples. (1) The miRNA is hsa-miR-374c-3p with sequence CACUUAGCAGGUUGUAUUAUAU. The protein sequence of the target gene is METLDSQRVQDRLLAAPGCSSPSGQQELFSSHVMQEESANDMECEQLPAEILRQVTVHRDPIYGFGFVAGSERPVVVRSVRPGGPSENKLLAGDQIVAINEEDVSEAPRERLIELIRSAKEFIVLTVLHTHQSPKSAFISAAKKAKLRSNPVKVRFSEQVAVGETDAKMMKKEALLLIPNVLKVFLENGQIKSFTFDGRTTVKDVMLTLQDRLSLRFIEHFALVLEYAGPEQNHKFLLLQDKQPLAYVVQRTHYHGMKCLFRISFFPKDPVELLRRDPAAFEYLYIQSRNDVIRERFGMD.... Result: 0 (no interaction). (2) The miRNA is hsa-miR-517-5p with sequence CCUCUAGAUGGAAGCACUGUCU. The protein sequence of the target gene is MQRMIQQFAAEYTSKTSSTQDPSQPNSTKNQSLPKASPVTTSPTAATTQNPVLSKLLMADQDSPLDLTVRKSQSEPSEQDGVLDLSTKKSPCASSTSLSHSPGCSSTQGNGRPGRPSQYRPDGLRSGDGVPPRSLQDGTREGFGHSTSLKVPLARSLQISEELLSRNQLSTAASLGPSGLQNHGQHLILSREASWAKPHYEFSLSRMKFRGNGALSNISDLPFLAENSAFPKMAHQTKQDGKRDMSHSSPVDLKIPQVRGMDLSWESRTGDQYSYSSLVMGSQTESALSKKLRAILPKQN.... Result: 0 (no interaction). (3) The miRNA is hsa-miR-1827 with sequence UGAGGCAGUAGAUUGAAU. The protein sequence of the target gene is MSQPPPPPPPLPPPPPPPEAPQTPSSLASAAASGGLLKRRDRRILSGSCPDPKCQARLFFPASGSVSIECTECGQRHEQQQLLGVEEVTDPDVVLHNLLRNALLGVTGAPKKNTELVKVMGLSNYHCKLLSPILARYGMDKQTGRAKLLRDMNQGELFDCALLGDRAFLIEPEHVNTVGYGKDRSGSLLYLHDTLEDIKRANKSQECLIPVHVDGDGHCLVHAVSRALVGRELFWHALRENLKQHFQQHLARYQALFHDFIDAAEWEDIINECDPLFVPPEGVPLGLRNIHIFGLANVLH.... Result: 1 (interaction).